The task is: Predict the product of the given reaction.. This data is from Forward reaction prediction with 1.9M reactions from USPTO patents (1976-2016). (1) Given the reactants [CH2:1]([O:5][CH2:6][CH2:7][OH:8])[CH2:2][CH2:3][CH3:4].CS(C)=O.[H-].[Na+].S(OCC1CCC=CC1)([C:18]1[CH:24]=[CH:23][C:21]([CH3:22])=[CH:20][CH:19]=1)(=O)=O, predict the reaction product. The product is: [CH2:1]([O:5][CH2:6][CH2:7][O:8][CH2:22][CH:21]1[CH2:23][CH2:24][CH2:18][CH:19]=[CH:20]1)[CH2:2][CH2:3][CH3:4]. (2) Given the reactants [CH3:1][C:2]1([CH3:28])[CH2:7][CH2:6][C:5]([C:8]2[CH:13]=[C:12]([C:14](O)([CH3:16])[CH3:15])[CH:11]=[CH:10][C:9]=2[NH:18][C:19]([C:21]2[NH:22][CH:23]=[C:24]([C:26]#[N:27])[N:25]=2)=[O:20])=[CH:4][CH2:3]1.[NH2:29][C:30]1[CH:35]=[CH:34][CH:33]=[C:32]([CH3:36])[N:31]=1, predict the reaction product. The product is: [CH3:1][C:2]1([CH3:28])[CH2:7][CH2:6][C:5]([C:8]2[CH:13]=[C:12]([C:14]([CH3:16])([NH:29][C:30]3[CH:35]=[CH:34][CH:33]=[C:32]([CH3:36])[N:31]=3)[CH3:15])[CH:11]=[CH:10][C:9]=2[NH:18][C:19]([C:21]2[NH:22][CH:23]=[C:24]([C:26]#[N:27])[N:25]=2)=[O:20])=[CH:4][CH2:3]1. (3) Given the reactants [F:1][C:2]([O:20][C:21]1[CH:26]=[CH:25][C:24]([F:27])=[CH:23][C:22]=1[CH2:28][Br:29])([F:19])[C:3]1[CH:8]=[CH:7][C:6]([C:9]2[CH:14]=[CH:13][C:12]([C:15]([F:18])([F:17])[F:16])=[CH:11][CH:10]=2)=[CH:5][CH:4]=1.[C:30]1([P:36]([C:43]2[CH:48]=[CH:47][CH:46]=[CH:45][CH:44]=2)[C:37]2[CH:42]=[CH:41][CH:40]=[CH:39][CH:38]=2)[CH:35]=[CH:34][CH:33]=[CH:32][CH:31]=1, predict the reaction product. The product is: [Br-:29].[F:1][C:2]([F:19])([C:3]1[CH:8]=[CH:7][C:6]([C:9]2[CH:14]=[CH:13][C:12]([C:15]([F:18])([F:17])[F:16])=[CH:11][CH:10]=2)=[CH:5][CH:4]=1)[O:20][C:21]1[CH:26]=[CH:25][C:24]([F:27])=[CH:23][C:22]=1[CH2:28][P+:36]([C:37]1[CH:38]=[CH:39][CH:40]=[CH:41][CH:42]=1)([C:43]1[CH:48]=[CH:47][CH:46]=[CH:45][CH:44]=1)[C:30]1[CH:31]=[CH:32][CH:33]=[CH:34][CH:35]=1.